The task is: Predict the product of the given reaction.. This data is from Forward reaction prediction with 1.9M reactions from USPTO patents (1976-2016). (1) Given the reactants [CH3:1][CH:2]([CH3:33])[C@H:3]([NH:11][S:12]([C:15]1[CH:16]=[CH:17][C:18]2[C:22]3[CH:23]=[C:24]([C:27]4[S:28][CH:29]=[CH:30][N:31]=4)[CH:25]=[CH:26][C:21]=3[O:20][C:19]=2[CH:32]=1)(=[O:14])=[O:13])[C:4]([O:6]C(C)(C)C)=[O:5], predict the reaction product. The product is: [CH3:1][CH:2]([CH3:33])[C@H:3]([NH:11][S:12]([C:15]1[CH:16]=[CH:17][C:18]2[C:22]3[CH:23]=[C:24]([C:27]4[S:28][CH:29]=[CH:30][N:31]=4)[CH:25]=[CH:26][C:21]=3[O:20][C:19]=2[CH:32]=1)(=[O:14])=[O:13])[C:4]([OH:6])=[O:5]. (2) Given the reactants [BH4-].[Na+].C([O:5][C:6]([C:8]1([CH2:18][C:19]#[N:20])[CH2:17][CH2:16][C:11]2([O:15][CH2:14][CH2:13][O:12]2)[CH2:10][CH2:9]1)=O)C.N, predict the reaction product. The product is: [O:15]1[C:11]2([CH2:16][CH2:17][C:8]3([CH2:18][CH2:19][NH:20][C:6]3=[O:5])[CH2:9][CH2:10]2)[O:12][CH2:13][CH2:14]1. (3) Given the reactants C(OC([N:8]1[CH2:13][CH2:12][N:11]([C:14]2[C:15]3[C:22]([CH3:23])=[CH:21][N:20]([S:24]([C:27]4[CH:32]=[CH:31][CH:30]=[CH:29][CH:28]=4)(=[O:26])=[O:25])[C:16]=3[N:17]=[CH:18][N:19]=2)[CH2:10][CH2:9]1)=O)(C)(C)C.[ClH:33], predict the reaction product. The product is: [ClH:33].[ClH:33].[C:27]1([S:24]([N:20]2[C:16]3[N:17]=[CH:18][N:19]=[C:14]([N:11]4[CH2:12][CH2:13][NH:8][CH2:9][CH2:10]4)[C:15]=3[C:22]([CH3:23])=[CH:21]2)(=[O:25])=[O:26])[CH:32]=[CH:31][CH:30]=[CH:29][CH:28]=1. (4) Given the reactants [F:1][C:2]1[CH:7]=[CH:6][C:5]([C:8]2[C:12]([CH2:13][O:14][C:15]3[CH:16]=[CH:17][C:18]([C:21](O)=[O:22])=[N:19][CH:20]=3)=[C:11]([CH2:24][OH:25])[O:10][N:9]=2)=[CH:4][CH:3]=1.O.ON1[C:32]2C=C[CH:35]=[CH:36][C:31]=2[N:30]=N1.C(N(C(C)C)C(C)C)C.Cl.CN(C)CCCN=C=NCC.C[C@H]([OH:62])CN, predict the reaction product. The product is: [OH:62][CH2:32][C@@H:31]([NH:30][C:21]([C:18]1[CH:17]=[CH:16][C:15]([O:14][CH2:13][C:12]2[C:8]([C:5]3[CH:6]=[CH:7][C:2]([F:1])=[CH:3][CH:4]=3)=[N:9][O:10][C:11]=2[CH2:24][OH:25])=[CH:20][N:19]=1)=[O:22])[CH2:36][CH3:35]. (5) The product is: [CH2:6]([NH:13][C:14](=[O:28])[CH2:15][C:16]1[CH:25]=[CH:24][C:23]2[O:22][C:21]([CH3:26])([CH3:27])[CH:20]3[O:2][CH:19]3[C:18]=2[CH:17]=1)[C:7]1[CH:8]=[CH:9][CH:10]=[CH:11][CH:12]=1. Given the reactants C(=O)([O-])[OH:2].[Na+].[CH2:6]([NH:13][C:14](=[O:28])[CH2:15][C:16]1[CH:17]=[C:18]2[C:23](=[CH:24][CH:25]=1)[O:22][C:21]([CH3:27])([CH3:26])[CH:20]=[CH:19]2)[C:7]1[CH:12]=[CH:11][CH:10]=[CH:9][CH:8]=1.C1C=C(Cl)C=C(C(OO)=O)C=1, predict the reaction product. (6) Given the reactants O[Li:2].O.C([O:6][C:7]([C:9]1[O:10][C:11]([C:14]2[CH:19]=[CH:18][N:17]=[CH:16][CH:15]=2)=[CH:12][N:13]=1)=[O:8])C.CO, predict the reaction product. The product is: [N:17]1[CH:18]=[CH:19][C:14]([C:11]2[O:10][C:9]([C:7]([O-:8])=[O:6])=[N:13][CH:12]=2)=[CH:15][CH:16]=1.[Li+:2]. (7) Given the reactants Cl[C:2]1[CH:7]=[C:6]([O:8][C:9]2[CH:18]=[C:17]3[C:12]([CH2:13][CH2:14][CH:15]([C:19]([NH:21][O:22][CH:23]4[CH2:28][CH2:27][CH2:26][CH2:25][O:24]4)=[O:20])[CH2:16]3)=[CH:11][CH:10]=2)[CH:5]=[CH:4][N:3]=1, predict the reaction product. The product is: [N:3]1[CH:2]=[CH:7][C:6]([O:8][C:9]2[CH:18]=[C:17]3[C:12]([CH2:13][CH2:14][CH:15]([C:19]([NH:21][O:22][CH:23]4[CH2:28][CH2:27][CH2:26][CH2:25][O:24]4)=[O:20])[CH2:16]3)=[CH:11][CH:10]=2)=[CH:5][CH:4]=1.